From a dataset of CYP1A2 inhibition data for predicting drug metabolism from PubChem BioAssay. Regression/Classification. Given a drug SMILES string, predict its absorption, distribution, metabolism, or excretion properties. Task type varies by dataset: regression for continuous measurements (e.g., permeability, clearance, half-life) or binary classification for categorical outcomes (e.g., BBB penetration, CYP inhibition). Dataset: cyp1a2_veith. (1) The drug is Cc1nc2cnc(N3CCN(C)CC3)nc2n(C[C@H]2CCCO2)c1=O. The result is 1 (inhibitor). (2) The compound is O=C1C2C3C=CC(C3)C2C(=O)N1/N=C/c1cn(Cc2ccccc2)c2ccccc12. The result is 1 (inhibitor). (3) The drug is O=c1c2ccccc2nc(N2CCCC2)n1-c1ccc(Cl)cc1. The result is 1 (inhibitor). (4) The drug is CNC[C@H](O)c1ccc(O)cc1. The result is 0 (non-inhibitor). (5) The compound is COc1cccc(C2c3c(-c4ccccc4)n[nH]c3C(=O)N2c2ccc(C(=O)O)cc2)c1. The result is 0 (non-inhibitor). (6) The molecule is Cc1c(NC(=O)CSc2nnc3c4ccccc4n(CCc4ccccc4)c3n2)c(=O)n(-c2ccccc2)n1C. The result is 0 (non-inhibitor). (7) The drug is CS(=O)(=O)Nc1cccc(-c2ccc3ncnc(NCc4cccnc4)c3c2)c1. The result is 1 (inhibitor).